Dataset: HIV replication inhibition screening data with 41,000+ compounds from the AIDS Antiviral Screen. Task: Binary Classification. Given a drug SMILES string, predict its activity (active/inactive) in a high-throughput screening assay against a specified biological target. (1) The molecule is Cc1cccc(O)c(=O)c1. The result is 0 (inactive). (2) The molecule is CC(CN1C(=O)c2ccccc2C1=O)=NNS(=O)(=O)c1ccc(C)cc1. The result is 0 (inactive). (3) The drug is C=C1c2ccccc2CCN1CC(=O)CC1C=CCS1(=O)=O. The result is 0 (inactive). (4) The compound is COc1ccc2cc1Oc1ccc(cc1)CC1c3cc4c(cc3CCN1C)Oc1c(OC)cc3c(c1O4)C(C2)N(C)CC3. The result is 0 (inactive). (5) The molecule is COc1cc2ccnc(C#N)c2cc1OCc1ccccc1. The result is 0 (inactive). (6) The drug is COC1=CC(=O)NCCN1. The result is 0 (inactive). (7) The drug is COc1cc2c(c(OC)c1OC)C(=O)C(Br)C2NC(=O)CCCCl. The result is 0 (inactive). (8) The molecule is COC(=O)C1(C)CCCC2(C)c3ccc(C(C)C)cc3C(=O)C(Br)C12. The result is 0 (inactive).